Dataset: Retrosynthesis with 50K atom-mapped reactions and 10 reaction types from USPTO. Task: Predict the reactants needed to synthesize the given product. Given the product CC(=O)S/C=C\C(=O)NC1CCCCCCCCCCC1, predict the reactants needed to synthesize it. The reactants are: CC(=O)S/C=C\C(=O)Cl.NC1CCCCCCCCCCC1.